This data is from NCI-60 drug combinations with 297,098 pairs across 59 cell lines. The task is: Regression. Given two drug SMILES strings and cell line genomic features, predict the synergy score measuring deviation from expected non-interaction effect. (1) Drug 1: C1=C(C(=O)NC(=O)N1)N(CCCl)CCCl. Drug 2: C1=NC2=C(N=C(N=C2N1C3C(C(C(O3)CO)O)O)F)N. Cell line: SF-268. Synergy scores: CSS=14.2, Synergy_ZIP=-7.70, Synergy_Bliss=-6.17, Synergy_Loewe=-13.6, Synergy_HSA=-7.19. (2) Drug 1: CC1C(C(CC(O1)OC2CC(OC(C2O)C)OC3=CC4=CC5=C(C(=O)C(C(C5)C(C(=O)C(C(C)O)O)OC)OC6CC(C(C(O6)C)O)OC7CC(C(C(O7)C)O)OC8CC(C(C(O8)C)O)(C)O)C(=C4C(=C3C)O)O)O)O. Drug 2: CN1C2=C(C=C(C=C2)N(CCCl)CCCl)N=C1CCCC(=O)O.Cl. Cell line: SF-539. Synergy scores: CSS=39.4, Synergy_ZIP=-1.13, Synergy_Bliss=-2.61, Synergy_Loewe=-42.3, Synergy_HSA=-1.60. (3) Drug 1: CC1C(C(CC(O1)OC2CC(CC3=C2C(=C4C(=C3O)C(=O)C5=C(C4=O)C(=CC=C5)OC)O)(C(=O)CO)O)N)O.Cl. Drug 2: B(C(CC(C)C)NC(=O)C(CC1=CC=CC=C1)NC(=O)C2=NC=CN=C2)(O)O. Cell line: SF-268. Synergy scores: CSS=29.5, Synergy_ZIP=-0.0390, Synergy_Bliss=0.767, Synergy_Loewe=-34.9, Synergy_HSA=0.774. (4) Drug 1: CCCS(=O)(=O)NC1=C(C(=C(C=C1)F)C(=O)C2=CNC3=C2C=C(C=N3)C4=CC=C(C=C4)Cl)F. Drug 2: CN1C(=O)N2C=NC(=C2N=N1)C(=O)N. Cell line: OVCAR-5. Synergy scores: CSS=-6.83, Synergy_ZIP=4.99, Synergy_Bliss=-1.17, Synergy_Loewe=-4.18, Synergy_HSA=-8.05.